Predict which catalyst facilitates the given reaction. From a dataset of Catalyst prediction with 721,799 reactions and 888 catalyst types from USPTO. Reactant: [CH3:1][CH2:2][CH2:3][N:4]([C@@H:12]1[CH2:17][C:16]2[CH:18]=[CH:19][CH:20]=[C:21]([OH:22])[C:15]=2[CH2:14][CH2:13]1)[CH2:5][CH2:6][C:7]1[S:11][CH:10]=[CH:9][CH:8]=1.Cl.ClCCl.O.C(=O)(O)[O-].[Na+]. Product: [CH3:1][CH2:2][CH2:3][N:4]([C@@H:12]1[CH2:17][C:16]2[CH:18]=[CH:19][CH:20]=[C:21]([OH:22])[C:15]=2[CH2:14][CH2:13]1)[CH2:5][CH2:6][C:7]1[S:11][CH:10]=[CH:9][CH:8]=1. The catalyst class is: 81.